From a dataset of Experimentally validated miRNA-target interactions with 360,000+ pairs, plus equal number of negative samples. Binary Classification. Given a miRNA mature sequence and a target amino acid sequence, predict their likelihood of interaction. (1) The miRNA is hsa-miR-6749-3p with sequence CUCCUCCCCUGCCUGGCCCAG. The protein sequence of the target gene is MPTDMEHTGHYLHLAFLMTTVFSLSPGTKANYTRLWANSTSSWDSVIQNKTGRNQNENINTNPITPEVDYKGNSTNMPETSHIVALTSKSEQELYIPSVVSNSPSTVQSIENTSKSHGEIFKKDVCAENNNNMAMLICLIIIAVLFLICTFLFLSTVVLANKVSSLRRSKQVGKRQPRSNGDFLASGLWPAESDTWKRTKQLTGPNLVMQSTGVLTATRERKDEEGTEKLTNKQIG. Result: 0 (no interaction). (2) The miRNA is rno-miR-181a-5p with sequence AACAUUCAACGCUGUCGGUGAGU. The protein sequence of the target gene is MTMDSGADNQQSGDAAVTEAESQQMTVQAQPQIATLAQVSMPAAHATSSAPTVTLVQLPNGQTVQVHGVIQAAQPSVIQSPQVQTVQISTIAESEDSQESVDSVTDSQKRREILSRRPSYRKILNDLSSDAPGVPRIEEEKSEEETSAPAITTVTVPTPIYQTSSGQYIAITQGGAIQLANNGTDGVQGLQTLTMTNAAATQPGTTILQYAQTTDGQQILVPSNQVVVQAASGDVQTYQIRTAPTSTIAPGVVMASSPALPTQPAEEAARKREVRLMKNREAARECRRKKKEYVKCLENR.... Result: 1 (interaction). (3) The miRNA is hsa-miR-7160-3p with sequence CAGGGCCCUGGCUUUAGCAGA. The protein sequence of the target gene is MGNTAIAKKGSEVESVKEFLAKAKEDFLRKWENPPPSNAGLEDFERKKTLGTGSFGRVMLVKHKATEQYYAMKILDKQKVVKLKQIEHTLNEKRILQAVEFPFLVRLEYSFKDNSNLYMVMEYVPGGEMFSHLRRIGRFSEPHARFYAAQIVLTFEYLHSLDLIYRDLKPENLLIDHQGYIQVTDFGFAKRVKGRTWTLCGTPEYLAPEIILSKGYNKAVDWWALGVLIYEMAAGYPPFFADQPIQIYEKIVSGKVRFPSHFSSDLKDLLRNLLQVDLTKRFGNLKNGVSDIKTHKWFAT.... Result: 0 (no interaction). (4) The miRNA is hsa-miR-711 with sequence GGGACCCAGGGAGAGACGUAAG. The protein sequence of the target gene is MRRCNSGSGPPPSLLLLLLWLLAVPGANAAPRSALYSPSDPLTLLQADTVRGAVLGSRSAWAVEFFASWCGHCIAFAPTWKALAEDVKAWRPALYLAALDCAEETNSAVCRDFNIPGFPTVRFFKAFTKNGSGAVFPVAGADVQTLRERLIDALESHHDTWPPACPPLEPAKLEEIDGFFARNNEEYLALIFEKGGSYLGREVALDLSQHKGVAVRRVLNTEANVVRKFGVTDFPSCYLLFRNGSVSRVPVLMESRSFYTAYLQRLSGLTREAAQTTVAPTTANKIAPTVWKLADRSKIY.... Result: 1 (interaction). (5) The protein sequence of the target gene is METSSMLSSLNDECKSDNYIEPHYKEWYRVAIDILIEHGLEAYQEFLVQERVSDFLAEEEINYILKNVQKVAQSTAHGTDDSCDDTLSSGTYWPVESDVEAPNLDLGWPYVMPGLLGGTHIDLLFHPPRAHLLTIKETIRKMIKEARKVIALVMDIFTDVDIFKEIVEASTRGVSVYILLDESNFNHFLNMTEKQGCSVQRLRNIRVRTVKGQDYLSKTGAKFHGKMEQKFLLVDCQKVMYGSYSYMWSFEKAHLSMVQIITGQLVESFDEEFRTLYARSCVPSSFAQEESARVKHGKAL.... The miRNA is hsa-miR-1282 with sequence UCGUUUGCCUUUUUCUGCUU. Result: 0 (no interaction). (6) The miRNA is hsa-miR-3975 with sequence UGAGGCUAAUGCACUACUUCAC. The protein sequence of the target gene is MLCGLSRETPGEADDGPYSKGGKDAGGADVSLACRRQSIPEEFRGITVVELIKKEGSTLGLTISGGTDKDGKPRVSNLRPGGLAARSDLLNIGDYIRSVNGIHLTRLRHDEIITLLKNVGERVVLEVEYELPPPAPENNPRIISKTVDVSLYKEGNSFGFVLRGGAHEDGHKSRPLVLTYVRPGGPADREGSLKVGDRLLSVDGIPLHGASHATALATLRQCSHEALFQVEYDVATPDTVANASGPLMVEIVKTPGSALGISLTTTSLRNKSVITIDRIKPASVVDRSGALHPGDHILSI.... Result: 0 (no interaction). (7) The miRNA is hsa-miR-3192-5p with sequence UCUGGGAGGUUGUAGCAGUGGAA. The protein sequence of the target gene is MVNFTVDQIRAIMDKKANIRNMSVIAHVDHGKSTLTDSLVCKAGIIASARAGETRFTDTRKDEQERCITIKSTAISLFYELSENDLNFIKQSKDGAGFLINLIDSPGHVDFSSEVTAALRVTDGALVVVDCVSGVCVQTETVLRQAIAERIKPVLMMNKMDRALLELQLEPEELYQTFQRIVENVNVIISTYGEGESGPMGNIMIDPVLGTVGFGSGLHGWAFTLKQFAEMYVAKFAAKGEGQLGPAERAKKVEDMMKKLWGDRYFDPANGKFSKSATSPEGKKLPRTFCQLILDPIFKV.... Result: 0 (no interaction). (8) The miRNA is mmu-let-7e-5p with sequence UGAGGUAGGAGGUUGUAUAGUU. The protein sequence of the target gene is MPLKLRGKKKAKSKETAGLVEGEPTGAGGGSLSASRAPARRLVFHAQLAHGSATGRVEGFSSIQELYAQIAGAFEISPSEILYCTLNTPKIDMERLLGGQLGLEDFIFAHVKGIEKEVNVYKSEDSLGLTITDNGVGYAFIKRIKDGGVIDSVKTICVGDHIESINGENIVGWRHYDVAKKLKELKKEELFTMKLIEPKKAFEIELRSKAGKSSGEKIGCGRATLRLRSKGPATVEEMPSETKAKAIEKIDDVLELYMGIRDIDLATTMFEAGKDKVNPDEFAVALDETLGDFAFPDEFV.... Result: 0 (no interaction). (9) The miRNA is hsa-miR-6759-5p with sequence UUGUGGGUGGGCAGAAGUCUGU. The protein sequence of the target gene is MEPSGGGLGPGRGTRDKKKGRSPDELPATGGDGGKHKKFLERFTSMRIKKEKEKPNSAHRNSSASYGDDPTAQSLQDISDEQVLVLFEQMLVDMNLNEEKQQPLREKDIVIKREMVSQYLHTSKAGMNQKESSRSAMMYIQELRSGLRDMHLLSCLESLRVSLNNNPVSWVQTFGAEGLASLLDILKRLHDEKEETSGNYDSRNQHEIIRCLKAFMNNKFGIKTMLETEEGILLLVRAMDPAVPNMMIDAAKLLSALCILPQPEDMNERVLEAMTERAEMDEVERFQPLLDGLKSGTSIA.... Result: 0 (no interaction).